This data is from Full USPTO retrosynthesis dataset with 1.9M reactions from patents (1976-2016). The task is: Predict the reactants needed to synthesize the given product. (1) Given the product [CH2:1]([N:8]1[CH2:9][CH2:10][N:11]([CH2:14][CH2:15][NH2:16])[CH2:12][CH2:13]1)[C:2]1[CH:3]=[CH:4][CH:5]=[CH:6][CH:7]=1, predict the reactants needed to synthesize it. The reactants are: [CH2:1]([N:8]1[CH2:13][CH2:12][N:11]([CH2:14][CH2:15][N:16]2C(=O)C3C(=CC=CC=3)C2=O)[CH2:10][CH2:9]1)[C:2]1[CH:7]=[CH:6][CH:5]=[CH:4][CH:3]=1.O.NN. (2) Given the product [Cl:1][C:2]1[CH:3]=[C:4]([N:8]2[CH2:12][C@:11]3([CH2:16][C@@H:15]([C:17]([NH:38][C@@H:39]([CH2:48][CH2:49][CH3:50])[CH:40]([OH:47])[C:41]([NH:43][CH:44]4[CH2:45][CH2:46]4)=[O:42])=[O:19])[N:14]([C:20](=[O:36])[C@@H:21]([NH:26][C:27](=[O:35])[CH2:28][CH:29]4[CH2:30][CH2:31][CH2:32][CH2:33][CH2:34]4)[C:22]([CH3:25])([CH3:23])[CH3:24])[CH2:13]3)[O:10][C:9]2=[O:37])[CH:5]=[CH:6][CH:7]=1, predict the reactants needed to synthesize it. The reactants are: [Cl:1][C:2]1[CH:3]=[C:4]([N:8]2[CH2:12][C@:11]3([CH2:16][C@@H:15]([C:17]([OH:19])=O)[N:14]([C:20](=[O:36])[C@@H:21]([NH:26][C:27](=[O:35])[CH2:28][CH:29]4[CH2:34][CH2:33][CH2:32][CH2:31][CH2:30]4)[C:22]([CH3:25])([CH3:24])[CH3:23])[CH2:13]3)[O:10][C:9]2=[O:37])[CH:5]=[CH:6][CH:7]=1.[NH2:38][C@@H:39]([CH2:48][CH2:49][CH3:50])[CH:40]([OH:47])[C:41]([NH:43][CH:44]1[CH2:46][CH2:45]1)=[O:42]. (3) Given the product [CH3:63][Si:64]([CH3:69])([CH3:68])[CH2:65][CH2:66][O:67][C:2]1[N:7]=[CH:6][C:5]2[C@@H:8]3[C@@H:11]([C:12]([O:14][C:15]([CH3:18])([CH3:17])[CH3:16])=[O:13])[C@@H:9]3[CH2:10][C:4]=2[CH:3]=1, predict the reactants needed to synthesize it. The reactants are: Cl[C:2]1[N:7]=[CH:6][C:5]2[C@@H:8]3[C@@H:11]([C:12]([O:14][C:15]([CH3:18])([CH3:17])[CH3:16])=[O:13])[C@@H:9]3[CH2:10][C:4]=2[CH:3]=1.C(=O)([O-])[O-].[Cs+].[Cs+].CC(C1C=C(C(C)C)C(C2C(P(C3CCCCC3)C3CCCCC3)=C(OC)C=CC=2OC)=C(C(C)C)C=1)C.[CH3:63][Si:64]([CH3:69])([CH3:68])[CH2:65][CH2:66][OH:67]. (4) Given the product [Cl:13][C:14]1[CH:19]=[CH:18][CH:17]=[CH:16][C:15]=1[C:2]1[CH:3]=[C:4]([CH:8]=[C:9]([O:11][CH3:12])[CH:10]=1)[C:5]([OH:7])=[O:6], predict the reactants needed to synthesize it. The reactants are: Br[C:2]1[CH:3]=[C:4]([CH:8]=[C:9]([O:11][CH3:12])[CH:10]=1)[C:5]([OH:7])=[O:6].[Cl:13][C:14]1[CH:19]=[CH:18][CH:17]=[CH:16][C:15]=1B(O)O.C([O-])([O-])=O.[Na+].[Na+].Cl. (5) Given the product [C:20]([OH:25])(=[O:26])[CH2:21][CH2:22][C:23]([OH:30])=[O:24].[CH2:1]([NH-:19])[CH2:2][CH2:3][CH2:4][CH2:5][CH2:6][CH2:7][CH2:8]/[CH:9]=[CH:10]\[CH2:11][CH2:12][CH2:13][CH2:14][CH2:15][CH2:16][CH2:17][CH3:18], predict the reactants needed to synthesize it. The reactants are: [CH2:1]([NH2:19])[CH2:2][CH2:3][CH2:4][CH2:5][CH2:6][CH2:7][CH2:8]/[CH:9]=[CH:10]\[CH2:11][CH2:12][CH2:13][CH2:14][CH2:15][CH2:16][CH2:17][CH3:18].[C:20]1(=[O:26])[O:25][C:23](=[O:24])[CH2:22][CH2:21]1.C1C[O:30]CC1.